This data is from Peptide-MHC class II binding affinity with 134,281 pairs from IEDB. The task is: Regression. Given a peptide amino acid sequence and an MHC pseudo amino acid sequence, predict their binding affinity value. This is MHC class II binding data. (1) The peptide sequence is IRYPLTFGWCFKLVPVDPREVEEA. The MHC is DRB1_1602 with pseudo-sequence DRB1_1602. The binding affinity (normalized) is 0.268. (2) The peptide sequence is LTPVTMAEVRLAAMFKK. The MHC is DRB5_0101 with pseudo-sequence DRB5_0101. The binding affinity (normalized) is 1.00. (3) The peptide sequence is AVNGKKSAHGSPTFW. The MHC is HLA-DQA10201-DQB10301 with pseudo-sequence HLA-DQA10201-DQB10301. The binding affinity (normalized) is 0.561.